Dataset: Full USPTO retrosynthesis dataset with 1.9M reactions from patents (1976-2016). Task: Predict the reactants needed to synthesize the given product. (1) Given the product [Cl:1][C:2]1[CH:7]=[C:6]([F:8])[CH:5]=[CH:4][C:3]=1[C:9]1[S:13][C:12]([C:14]([OH:16])=[O:15])=[CH:11][C:10]=1[C:18]1[CH:19]=[CH:20][C:21]([O:24][CH2:25][CH2:26][CH2:27][O:28][CH:29]2[CH2:34][CH2:33][CH2:32][CH2:31][O:30]2)=[CH:22][CH:23]=1, predict the reactants needed to synthesize it. The reactants are: [Cl:1][C:2]1[CH:7]=[C:6]([F:8])[CH:5]=[CH:4][C:3]=1[C:9]1[S:13][C:12]([C:14]([O:16]C)=[O:15])=[CH:11][C:10]=1[C:18]1[CH:23]=[CH:22][C:21]([O:24][CH2:25][CH2:26][CH2:27][O:28][CH:29]2[CH2:34][CH2:33][CH2:32][CH2:31][O:30]2)=[CH:20][CH:19]=1.[OH-].[Na+].CO. (2) Given the product [N:6]1[C:5]2[CH:9]=[CH:10][CH:2]=[CH:3][C:4]=2[NH:8][CH:7]=1, predict the reactants needed to synthesize it. The reactants are: C[C:2]1[CH:10]=[CH:9][C:5]2[NH:6][CH:7]=[N:8][C:4]=2[CH:3]=1.C1C(=O)N(I)C(=O)C1.CCOC(C)=O.C([O-])(O)=O.[Na+]. (3) Given the product [F:1][C:2]1[CH:3]=[CH:4][C:5]([C:8]2[N:9]=[C:10]3[CH:15]=[C:14]([CH2:16][CH2:17][NH2:18])[CH:13]=[CH:12][N:11]3[C:19]=2[C:20]2[CH:25]=[CH:24][N:23]=[C:22]([S:26]([CH3:29])(=[O:28])=[O:27])[N:21]=2)=[CH:6][CH:7]=1, predict the reactants needed to synthesize it. The reactants are: [F:1][C:2]1[CH:7]=[CH:6][C:5]([C:8]2[N:9]=[C:10]3[CH:15]=[C:14]([CH2:16][C:17]#[N:18])[CH:13]=[CH:12][N:11]3[C:19]=2[C:20]2[CH:25]=[CH:24][N:23]=[C:22]([S:26]([CH3:29])(=[O:28])=[O:27])[N:21]=2)=[CH:4][CH:3]=1.C(O)C.[H][H]. (4) Given the product [OH:24][NH:23][C:17](=[O:18])[C:16]1[CH:21]=[CH:22][C:13]([O:12][CH2:11][CH2:10][NH:9][C:7]([C:1]2[CH:6]=[CH:5][CH:4]=[CH:3][CH:2]=2)=[O:8])=[CH:14][CH:15]=1, predict the reactants needed to synthesize it. The reactants are: [C:1]1([C:7]([NH:9][CH2:10][CH2:11][O:12][C:13]2[CH:22]=[CH:21][C:16]([C:17](OC)=[O:18])=[CH:15][CH:14]=2)=[O:8])[CH:6]=[CH:5][CH:4]=[CH:3][CH:2]=1.[NH2:23][OH:24].[OH-].[Na+].Cl. (5) Given the product [Cl:16][C:17]1[N:18]=[C:19]([N:28]2[CH2:29][CH2:30][O:31][CH2:32][CH2:33]2)[C:20]2[S:25][C:24]([CH2:26][N:13]3[CH2:14][CH2:15][CH:10]([S:7]([C:3]4[S:2][CH:6]=[CH:5][N:4]=4)(=[O:9])=[O:8])[CH2:11][CH2:12]3)=[CH:23][C:21]=2[N:22]=1, predict the reactants needed to synthesize it. The reactants are: Cl.[S:2]1[CH:6]=[CH:5][N:4]=[C:3]1[S:7]([CH:10]1[CH2:15][CH2:14][NH:13][CH2:12][CH2:11]1)(=[O:9])=[O:8].[Cl:16][C:17]1[N:18]=[C:19]([N:28]2[CH2:33][CH2:32][O:31][CH2:30][CH2:29]2)[C:20]2[S:25][C:24]([CH:26]=O)=[CH:23][C:21]=2[N:22]=1. (6) Given the product [CH:2]1([CH2:6][O:7][NH:8][C:9]([C:11]2[C:12]([NH:26][C:27]3[CH:32]=[CH:31][C:30]([Br:33])=[CH:29][C:28]=3[F:34])=[CH:13][C:14](=[O:25])[N:15]3[C:19]=2[CH:18]([OH:20])[CH:17]([OH:22])[CH2:16]3)=[O:10])[CH2:5][CH2:4][CH2:3]1, predict the reactants needed to synthesize it. The reactants are: Cl.[CH:2]1([CH2:6][O:7][NH:8][C:9]([C:11]2[C:12]([NH:26][C:27]3[CH:32]=[CH:31][C:30]([Br:33])=[CH:29][C:28]=3[F:34])=[CH:13][C:14](=[O:25])[N:15]3[C:19]=2[CH:18]2[O:20]C(C)(C)[O:22][CH:17]2[CH2:16]3)=[O:10])[CH2:5][CH2:4][CH2:3]1. (7) Given the product [F:46][CH:44]([F:45])[C:36]1[N:35]([C:25]2[N:26]=[C:27]([N:29]3[CH2:30][CH2:31][O:32][CH2:33][CH2:34]3)[N:28]=[C:23]([NH:1][C:2]3[CH:3]=[N:4][C:5]4[C:10]([CH:11]=3)=[CH:9][CH:8]=[CH:7][CH:6]=4)[N:24]=2)[C:39]2[CH:40]=[CH:41][CH:42]=[CH:43][C:38]=2[N:37]=1, predict the reactants needed to synthesize it. The reactants are: [NH2:1][C:2]1[CH:3]=[N:4][C:5]2[C:10]([CH:11]=1)=[CH:9][CH:8]=[CH:7][CH:6]=2.C[Si]([N-][Si](C)(C)C)(C)C.[Na+].Cl[C:23]1[N:28]=[C:27]([N:29]2[CH2:34][CH2:33][O:32][CH2:31][CH2:30]2)[N:26]=[C:25]([N:35]2[C:39]3[CH:40]=[CH:41][CH:42]=[CH:43][C:38]=3[N:37]=[C:36]2[CH:44]([F:46])[F:45])[N:24]=1.C(O)(=O)C.